This data is from Peptide-MHC class II binding affinity with 134,281 pairs from IEDB. The task is: Regression. Given a peptide amino acid sequence and an MHC pseudo amino acid sequence, predict their binding affinity value. This is MHC class II binding data. (1) The peptide sequence is DSGKVIPEWCCRSCT. The MHC is DRB1_0801 with pseudo-sequence DRB1_0801. The binding affinity (normalized) is 0.165. (2) The peptide sequence is GELQIVDKIDAAFKY. The MHC is DRB1_0701 with pseudo-sequence DRB1_0701. The binding affinity (normalized) is 0.466. (3) The peptide sequence is AAATGGTTVYGAFAA. The MHC is HLA-DQA10401-DQB10402 with pseudo-sequence HLA-DQA10401-DQB10402. The binding affinity (normalized) is 0.552. (4) The peptide sequence is KIPKKASEGAVDIIN. The MHC is DRB1_0401 with pseudo-sequence DRB1_0401. The binding affinity (normalized) is 0.0386. (5) The peptide sequence is MMLVSVAGRVDGLELK. The MHC is HLA-DQA10201-DQB10301 with pseudo-sequence HLA-DQA10201-DQB10301. The binding affinity (normalized) is 0.630. (6) The peptide sequence is AAGAATTAAGAASGA. The MHC is HLA-DPA10103-DPB10201 with pseudo-sequence HLA-DPA10103-DPB10201. The binding affinity (normalized) is 0.151. (7) The peptide sequence is VLQINMLVLTHGLAS. The MHC is DRB1_0101 with pseudo-sequence DRB1_0101. The binding affinity (normalized) is 0.527. (8) The peptide sequence is IKTLKFDALSGSQEV. The MHC is HLA-DQA10201-DQB10402 with pseudo-sequence HLA-DQA10201-DQB10402. The binding affinity (normalized) is 0.273.